Dataset: Full USPTO retrosynthesis dataset with 1.9M reactions from patents (1976-2016). Task: Predict the reactants needed to synthesize the given product. (1) The reactants are: [N:1]1([C:7]([O:9][CH2:10][C:11]2[CH:16]=[CH:15][CH:14]=[CH:13][CH:12]=2)=[O:8])[CH2:6][CH2:5][NH:4][CH2:3][CH2:2]1.[Si:17]([O:24][CH2:25][CH:26]=O)([C:20]([CH3:23])([CH3:22])[CH3:21])([CH3:19])[CH3:18].ClC(Cl)C.C(O[BH-](OC(=O)C)OC(=O)C)(=O)C.[Na+].C(=O)(O)[O-].[Na+]. Given the product [Si:17]([O:24][CH2:25][CH2:26][N:4]1[CH2:5][CH2:6][N:1]([C:7]([O:9][CH2:10][C:11]2[CH:16]=[CH:15][CH:14]=[CH:13][CH:12]=2)=[O:8])[CH2:2][CH2:3]1)([C:20]([CH3:23])([CH3:22])[CH3:21])([CH3:19])[CH3:18], predict the reactants needed to synthesize it. (2) Given the product [CH:22]1([NH:27][C:17]([C:16]2[CH:20]=[C:12]([C@@H:10]3[CH2:11][C@H:9]3[NH:8][C:6](=[O:7])[O:5][C:1]([CH3:2])([CH3:3])[CH3:4])[CH:13]=[CH:14][C:15]=2[F:21])=[O:19])[CH2:26][CH2:25][CH2:24][CH2:23]1, predict the reactants needed to synthesize it. The reactants are: [C:1]([O:5][C:6]([NH:8][C@@H:9]1[CH2:11][C@H:10]1[C:12]1[CH:13]=[CH:14][C:15]([F:21])=[C:16]([CH:20]=1)[C:17]([OH:19])=O)=[O:7])([CH3:4])([CH3:3])[CH3:2].[CH:22]1([NH2:27])[CH2:26][CH2:25][CH2:24][CH2:23]1.C(N(CC)CC)C.F[P-](F)(F)(F)(F)F.N1(OC(N(C)C)=[N+](C)C)C2N=CC=CC=2N=N1. (3) Given the product [Cl:1][C:2]1[CH:7]=[CH:6][C:5]([C:16]2[N:21]=[CH:20][C:19]([CH2:22][N:23]3[CH:28]=[C:27]4[N:29]=[C:30]([C:32]5[CH:37]=[CH:36][CH:35]=[C:34]([F:38])[C:33]=5[F:39])[N:31]=[C:26]4[CH:25]=[N:24]3)=[CH:18][CH:17]=2)=[C:4]([C:11]([F:14])([F:13])[F:12])[CH:3]=1, predict the reactants needed to synthesize it. The reactants are: [Cl:1][C:2]1[CH:7]=[CH:6][C:5](B(O)O)=[C:4]([C:11]([F:14])([F:13])[F:12])[CH:3]=1.Cl[C:16]1[N:21]=[CH:20][C:19]([CH2:22][N:23]2[CH:28]=[C:27]3[N:29]=[C:30]([C:32]4[CH:37]=[CH:36][CH:35]=[C:34]([F:38])[C:33]=4[F:39])[N:31]=[C:26]3[CH:25]=[N:24]2)=[CH:18][CH:17]=1. (4) Given the product [S:37]1[C:31]2[CH2:30][N:29]([CH2:28][C:19]3[C:20]([C:24]([F:26])([F:25])[F:27])=[CH:21][CH:22]=[C:23]4[C:18]=3[CH2:17][CH2:16][C@H:15]4[O:14][C:12]3[CH:11]=[CH:10][C:9]4[C@H:5]([CH2:4][C:3]([OH:38])=[O:2])[CH2:6][O:7][C:8]=4[CH:13]=3)[CH2:34][CH2:33][C:32]=2[CH:35]=[CH:36]1, predict the reactants needed to synthesize it. The reactants are: C[O:2][C:3](=[O:38])[CH2:4][C@H:5]1[C:9]2[CH:10]=[CH:11][C:12]([O:14][C@H:15]3[C:23]4[C:18](=[C:19]([CH2:28][N:29]5[CH2:34][CH2:33][C:32]6[CH:35]=[CH:36][S:37][C:31]=6[CH2:30]5)[C:20]([C:24]([F:27])([F:26])[F:25])=[CH:21][CH:22]=4)[CH2:17][CH2:16]3)=[CH:13][C:8]=2[O:7][CH2:6]1.COC(=O)C[C@H]1C2C=CC(O[C@H]3C4C(=C(CBr)C(C(F)(F)F)=CC=4)CC3)=CC=2OC1.S1C2CNCCC=2C=C1. (5) Given the product [OH:11][CH:10]=[CH:5][C:4](=[O:3])[CH:6]=[C:7]([CH3:9])[CH3:8], predict the reactants needed to synthesize it. The reactants are: [H-].[Na+].[O:3]=[C:4]([CH:6]=[C:7]([CH3:9])[CH3:8])[CH3:5].[CH:10](OCC)=[O:11].C(O)C. (6) Given the product [CH2:1]([O:8][C:9]1[CH:34]=[CH:33][C:12]([O:13][C:14]2[CH:19]=[CH:18][C:17]([C:20]3[NH:24][C:23]4[CH:25]=[C:26]([Br:29])[CH:27]=[CH:28][C:22]=4[N:21]=3)=[CH:16][C:15]=2[NH2:30])=[CH:11][CH:10]=1)[C:2]1[CH:3]=[CH:4][CH:5]=[CH:6][CH:7]=1, predict the reactants needed to synthesize it. The reactants are: [CH2:1]([O:8][C:9]1[CH:34]=[CH:33][C:12]([O:13][C:14]2[CH:19]=[CH:18][C:17]([C:20]3[NH:24][C:23]4[CH:25]=[C:26]([Br:29])[CH:27]=[CH:28][C:22]=4[N:21]=3)=[CH:16][C:15]=2[N+:30]([O-])=O)=[CH:11][CH:10]=1)[C:2]1[CH:7]=[CH:6][CH:5]=[CH:4][CH:3]=1.[Cl-].[NH4+]. (7) Given the product [F:2][C:3]1[CH:8]=[C:7]([C:9]2[CH:10]=[N:11][N:12]([CH3:14])[CH:13]=2)[CH:6]=[CH:5][C:4]=1[CH:15]([N:17]1[CH2:31][C:30]2[C:29](=[CH:38][CH:37]=[CH:36][CH:35]=2)[C:27]1=[O:28])[CH3:16], predict the reactants needed to synthesize it. The reactants are: Cl.[F:2][C:3]1[CH:8]=[C:7]([C:9]2[CH:10]=[N:11][N:12]([CH3:14])[CH:13]=2)[CH:6]=[CH:5][C:4]=1[CH:15]([NH2:17])[CH3:16].CCN(C(C)C)C(C)C.[CH:27]([C:29]1[CH:38]=[CH:37][CH:36]=[CH:35][C:30]=1[C:31](OC)=O)=[O:28].C(O[BH-](OC(=O)C)OC(=O)C)(=O)C.[Na+]. (8) Given the product [Br:16][CH2:13][CH2:12][C:6]1[C:5]2[C:9](=[CH:10][CH:11]=[C:3]([O:2][CH3:1])[CH:4]=2)[NH:8][CH:7]=1, predict the reactants needed to synthesize it. The reactants are: [CH3:1][O:2][C:3]1[CH:4]=[C:5]2[C:9](=[CH:10][CH:11]=1)[NH:8][CH:7]=[C:6]2[CH2:12][CH2:13]O.C(Br)(Br)(Br)[Br:16].C1C=CC(P(C2C=CC=CC=2)C2C=CC=CC=2)=CC=1. (9) Given the product [CH2:1]([O:8][C:9]1[CH:23]=[C:22]([O:24][CH2:25][C:26]2[CH:27]=[CH:28][CH:29]=[CH:30][CH:31]=2)[C:21]([C:32]([CH3:34])=[CH2:33])=[CH:20][C:10]=1[C:11]([N:13]1[CH2:17][C:18]2[C:15](=[CH:16][CH:38]=[C:37]([CH2:36][CH2:35][OH:39])[CH:19]=2)[CH2:14]1)=[O:12])[C:2]1[CH:7]=[CH:6][CH:5]=[CH:4][CH:3]=1, predict the reactants needed to synthesize it. The reactants are: [CH2:1]([O:8][C:9]1[CH:23]=[C:22]([O:24][CH2:25][C:26]2[CH:31]=[CH:30][CH:29]=[CH:28][CH:27]=2)[C:21]([C:32]([CH3:34])=[CH2:33])=[CH:20][C:10]=1[C:11]([N:13]([CH2:17][C:18]#[CH:19])[CH2:14][C:15]#[CH:16])=[O:12])[C:2]1[CH:7]=[CH:6][CH:5]=[CH:4][CH:3]=1.[CH2:35]([OH:39])[CH2:36][C:37]#[CH:38].CCCCCCC. (10) Given the product [Si:1]([O:8][CH2:9][C:10]1[N:11]([CH3:37])[C:12]2[CH:13]=[C:14]3[CH:23]([CH3:24])[CH2:22][CH2:21][C:20]4[C:47]([OH:48])=[C:38]([C:39]([O:41][CH3:42])=[O:40])[C:43](=[O:44])[N:25]([CH2:26][C:27]5[CH:32]=[CH:31][C:30]([O:33][CH3:34])=[CH:29][C:28]=5[O:35][CH3:36])[C:19]=4[C:15]3=[CH:16][C:17]=2[CH:18]=1)([C:4]([CH3:7])([CH3:6])[CH3:5])([CH3:3])[CH3:2], predict the reactants needed to synthesize it. The reactants are: [Si:1]([O:8][CH2:9][C:10]1[N:11]([CH3:37])[C:12]2[C:17]([CH:18]=1)=[CH:16][C:15]1[C:19](=[N:25][CH2:26][C:27]3[CH:32]=[CH:31][C:30]([O:33][CH3:34])=[CH:29][C:28]=3[O:35][CH3:36])[CH2:20][CH2:21][CH2:22][CH:23]([CH3:24])[C:14]=1[CH:13]=2)([C:4]([CH3:7])([CH3:6])[CH3:5])([CH3:3])[CH3:2].[CH:38]([C:47](OC)=[O:48])([C:43](OC)=[O:44])[C:39]([O:41][CH3:42])=[O:40].